This data is from Peptide-MHC class II binding affinity with 134,281 pairs from IEDB. The task is: Regression. Given a peptide amino acid sequence and an MHC pseudo amino acid sequence, predict their binding affinity value. This is MHC class II binding data. (1) The peptide sequence is AFNVENGNATPQLTK. The MHC is DRB1_0301 with pseudo-sequence DRB1_0301. The binding affinity (normalized) is 0.103. (2) The peptide sequence is VLEWRFDSRLAFHHV. The MHC is HLA-DQA10102-DQB10602 with pseudo-sequence HLA-DQA10102-DQB10602. The binding affinity (normalized) is 0.320. (3) The peptide sequence is QVAFSYFPPPAAKED. The MHC is HLA-DPA10103-DPB10201 with pseudo-sequence HLA-DPA10103-DPB10201. The binding affinity (normalized) is 0.462. (4) The peptide sequence is PANDKFTVFEAAFND. The MHC is DRB1_0401 with pseudo-sequence DRB1_0401. The binding affinity (normalized) is 0.397. (5) The peptide sequence is TLVSAVAANELGMLED. The MHC is DRB5_0101 with pseudo-sequence DRB5_0101. The binding affinity (normalized) is 0.427. (6) The peptide sequence is AVVCGRRHGVRIRVR. The MHC is DRB1_0401 with pseudo-sequence DRB1_0401. The binding affinity (normalized) is 0.394. (7) The peptide sequence is SQDLELSWYLNGLQAY. The MHC is DRB1_1302 with pseudo-sequence DRB1_1302. The binding affinity (normalized) is 0.737. (8) The peptide sequence is KLPKPPKPVSKMRMATPLL. The MHC is HLA-DPA10201-DPB10501 with pseudo-sequence HLA-DPA10201-DPB10501. The binding affinity (normalized) is 0.542. (9) The peptide sequence is MSQIMYNYPAMRAHA. The MHC is HLA-DPA10301-DPB10402 with pseudo-sequence HLA-DPA10301-DPB10402. The binding affinity (normalized) is 0.584. (10) The peptide sequence is NYNCKILPNTLVLDF. The MHC is HLA-DPA10201-DPB11401 with pseudo-sequence HLA-DPA10201-DPB11401. The binding affinity (normalized) is 0.551.